From a dataset of Peptide-MHC class I binding affinity with 185,985 pairs from IEDB/IMGT. Regression. Given a peptide amino acid sequence and an MHC pseudo amino acid sequence, predict their binding affinity value. This is MHC class I binding data. The peptide sequence is LLGLILFVL. The MHC is HLA-A02:02 with pseudo-sequence HLA-A02:02. The binding affinity (normalized) is 0.484.